From a dataset of Full USPTO retrosynthesis dataset with 1.9M reactions from patents (1976-2016). Predict the reactants needed to synthesize the given product. (1) Given the product [CH2:2]([CH:1]1[CH2:6][CH2:7][CH:30]([CH:27]2[CH2:26][CH2:25][CH:24]([CH:21]3[CH2:22][CH2:23][CH:18]([CH2:15][CH2:16][CH3:17])[CH2:19][CH2:20]3)[CH2:29][CH2:28]2)[CH2:31][O:32]1)[CH3:3], predict the reactants needed to synthesize it. The reactants are: [CH2:1]([CH:6]1[CH2:3][CH2:2][CH:1]([CH2:6][CH:7]=O)C[CH2:7]1)[CH2:2][CH2:3]CC.[CH2:15]([CH:18]1[CH2:23][CH2:22][CH:21]([CH:24]2[CH2:29][CH2:28][CH:27]([CH2:30][CH:31]=[O:32])[CH2:26][CH2:25]2)[CH2:20][CH2:19]1)[CH2:16][CH3:17]. (2) Given the product [C:11]([C:8]1[CH:9]=[CH:10][C:5]([C:3](=[O:4])[CH2:2][S:17][C:18]2[CH:26]=[CH:25][CH:24]=[CH:23][C:19]=2[C:20]([OH:22])=[O:21])=[CH:6][CH:7]=1)([OH:14])=[O:13], predict the reactants needed to synthesize it. The reactants are: Br[CH2:2][C:3]([C:5]1[CH:10]=[CH:9][CH:8]=[CH:7][CH:6]=1)=[O:4].[C:11]([O-:14])([O-:13])=O.[K+].[K+].[SH:17][C:18]1[CH:26]=[CH:25][CH:24]=[CH:23][C:19]=1[C:20]([OH:22])=[O:21].